This data is from Catalyst prediction with 721,799 reactions and 888 catalyst types from USPTO. The task is: Predict which catalyst facilitates the given reaction. (1) Reactant: [Si]([O:8][CH2:9][C:10]1([CH3:36])[S:16][CH2:15][CH2:14][N:13]2[C:17]([C:20]3([C:23]4[CH:28]=[CH:27][C:26]([C:29]5[CH:30]=[N:31][C:32]([CH3:35])=[CH:33][CH:34]=5)=[CH:25][CH:24]=4)[CH2:22][CH2:21]3)=[N:18][N:19]=[C:12]2[CH2:11]1)(C(C)(C)C)(C)C.Cl. Product: [CH3:36][C:10]1([CH2:9][OH:8])[S:16][CH2:15][CH2:14][N:13]2[C:17]([C:20]3([C:23]4[CH:28]=[CH:27][C:26]([C:29]5[CH:30]=[N:31][C:32]([CH3:35])=[CH:33][CH:34]=5)=[CH:25][CH:24]=4)[CH2:22][CH2:21]3)=[N:18][N:19]=[C:12]2[CH2:11]1. The catalyst class is: 5. (2) The catalyst class is: 4. Reactant: [CH3:1][C:2]1[N:7]=[C:6]([C:8]2[CH:13]=[CH:12][CH:11]=[C:10]([C:14]3[CH:15]=[C:16]([S:20]([NH2:23])(=[O:22])=[O:21])[CH:17]=[CH:18][CH:19]=3)[N:9]=2)[CH:5]=[C:4]([C:24]2[CH:29]=[CH:28][C:27]([C:30]([F:33])([F:32])[F:31])=[CH:26][CH:25]=2)[CH:3]=1.C(N(C(C)C)C(C)C)C.[CH3:43][O:44][CH2:45][C:46](Cl)=[O:47]. Product: [CH3:43][O:44][CH2:45][C:46]([NH:23][S:20]([C:16]1[CH:17]=[CH:18][CH:19]=[C:14]([C:10]2[N:9]=[C:8]([C:6]3[CH:5]=[C:4]([C:24]4[CH:29]=[CH:28][C:27]([C:30]([F:33])([F:31])[F:32])=[CH:26][CH:25]=4)[CH:3]=[C:2]([CH3:1])[N:7]=3)[CH:13]=[CH:12][CH:11]=2)[CH:15]=1)(=[O:21])=[O:22])=[O:47]. (3) Reactant: [CH:1]1[C:13]2[CH:12]([CH2:14][O:15][C:16](=[O:53])[NH:17][C@H:18]3[CH2:22][C@@H:21]([C:23](=[O:35])[NH:24][C@H:25]4[C:34]5[C:29](=[CH:30][CH:31]=[CH:32][CH:33]=5)[CH2:28][CH2:27][CH2:26]4)[N:20]([C:36](=[O:52])[C@@H:37]([NH:44]C(OC(C)(C)C)=O)[CH:38]4[CH2:43][CH2:42][CH2:41][CH2:40][CH2:39]4)[CH2:19]3)[C:11]3[C:6](=[CH:7][CH:8]=[CH:9][CH:10]=3)[C:5]=2[CH:4]=[CH:3][CH:2]=1.[ClH:54]. Product: [ClH:54].[CH:1]1[C:13]2[CH:12]([CH2:14][O:15][C:16](=[O:53])[NH:17][C@H:18]3[CH2:22][C@@H:21]([C:23](=[O:35])[NH:24][C@H:25]4[C:34]5[C:29](=[CH:30][CH:31]=[CH:32][CH:33]=5)[CH2:28][CH2:27][CH2:26]4)[N:20]([C:36](=[O:52])[C@@H:37]([NH2:44])[CH:38]4[CH2:43][CH2:42][CH2:41][CH2:40][CH2:39]4)[CH2:19]3)[C:11]3[C:6](=[CH:7][CH:8]=[CH:9][CH:10]=3)[C:5]=2[CH:4]=[CH:3][CH:2]=1. The catalyst class is: 12.